Dataset: Forward reaction prediction with 1.9M reactions from USPTO patents (1976-2016). Task: Predict the product of the given reaction. (1) The product is: [Cl:1][C:2]1[N:3]=[C:4]([C:9]([NH:11][CH:12]2[CH2:17][CH2:16][N:15]([C:18]3[CH:19]=[C:20]([CH:25]=[CH:26][CH:27]=3)[C:21]([OH:23])=[O:22])[CH2:14][CH2:13]2)=[O:10])[NH:5][C:6]=1[CH2:7][CH3:8]. Given the reactants [Cl:1][C:2]1[N:3]=[C:4]([C:9]([NH:11][CH:12]2[CH2:17][CH2:16][N:15]([C:18]3[CH:19]=[C:20]([CH:25]=[CH:26][CH:27]=3)[C:21]([O:23]C)=[O:22])[CH2:14][CH2:13]2)=[O:10])[NH:5][C:6]=1[CH2:7][CH3:8].O.[OH-].[Li+], predict the reaction product. (2) Given the reactants C([O:3][C:4]([C:6]1([S:23]([C:26]2[CH:31]=[CH:30][C:29]([O:32][CH3:33])=[CH:28][CH:27]=2)(=[O:25])=[O:24])[CH2:11][CH2:10][N:9]([CH2:12][C:13]2[C:22]3[C:17](=[CH:18][CH:19]=[CH:20][CH:21]=3)[CH:16]=[CH:15][CH:14]=2)[CH2:8][CH2:7]1)=[O:5])C.[OH-].[Na+].O1CCCC1, predict the reaction product. The product is: [CH3:33][O:32][C:29]1[CH:28]=[CH:27][C:26]([S:23]([C:6]2([C:4]([OH:5])=[O:3])[CH2:7][CH2:8][N:9]([CH2:12][C:13]3[C:22]4[C:17](=[CH:18][CH:19]=[CH:20][CH:21]=4)[CH:16]=[CH:15][CH:14]=3)[CH2:10][CH2:11]2)(=[O:25])=[O:24])=[CH:31][CH:30]=1. (3) Given the reactants [Br:1][C:2]1[C:3](=[O:17])[N:4]([CH2:9][C:10]2[CH:15]=[CH:14][CH:13]=[C:12]([F:16])[CH:11]=2)[CH:5]=[CH:6][C:7]=1[OH:8].C(N(CC)CC)C.[F:25][C:26]([F:39])([F:38])[S:27](O[S:27]([C:26]([F:39])([F:38])[F:25])(=[O:29])=[O:28])(=[O:29])=[O:28], predict the reaction product. The product is: [F:25][C:26]([F:39])([F:38])[S:27]([O:8][C:7]1[CH:6]=[CH:5][N:4]([CH2:9][C:10]2[CH:15]=[CH:14][CH:13]=[C:12]([F:16])[CH:11]=2)[C:3](=[O:17])[C:2]=1[Br:1])(=[O:29])=[O:28]. (4) Given the reactants [NH:1]1[CH2:6][CH2:5][C:4]2([CH2:11][CH2:10][C:9]3[CH:12]=[CH:13][CH:14]=[CH:15][C:8]=3[O:7]2)[CH2:3][CH2:2]1.Cl.N1C=CC=CC=1.[F:23][C:24]([F:35])([F:34])[C:25](O[C:25](=[O:26])[C:24]([F:35])([F:34])[F:23])=[O:26], predict the reaction product. The product is: [F:23][C:24]([F:35])([F:34])[C:25]([N:1]1[CH2:6][CH2:5][C:4]2([CH2:11][CH2:10][C:9]3[CH:12]=[CH:13][CH:14]=[CH:15][C:8]=3[O:7]2)[CH2:3][CH2:2]1)=[O:26].